Dataset: Forward reaction prediction with 1.9M reactions from USPTO patents (1976-2016). Task: Predict the product of the given reaction. (1) Given the reactants [OH:1][CH2:2][C@H:3]1[CH2:6][C@@H:5]([NH:7][C:8](=[O:17])[O:9][CH2:10][C:11]2[CH:16]=[CH:15][CH:14]=[CH:13][CH:12]=2)[C:4]1([CH3:19])[CH3:18].I([O-])(=O)(=O)=[O:21].[Na+].C(#N)C, predict the reaction product. The product is: [CH2:10]([O:9][C:8]([NH:7][C@@H:5]1[CH2:6][C@H:3]([C:2]([OH:21])=[O:1])[C:4]1([CH3:19])[CH3:18])=[O:17])[C:11]1[CH:12]=[CH:13][CH:14]=[CH:15][CH:16]=1. (2) Given the reactants [CH3:1][O:2][C:3]1[CH:21]=[CH:20][C:6]([CH2:7][N:8]2[C:13]3=[N:14][NH:15][CH:16]=[C:12]3[C:11](=[O:17])[N:10]([CH3:18])[C:9]2=[O:19])=[CH:5][CH:4]=1.Br[CH2:23][C:24]1[CH:29]=[CH:28][C:27]([N:30]2[CH:34]=[CH:33][CH:32]=[N:31]2)=[CH:26][CH:25]=1.C([O-])([O-])=O.[K+].[K+], predict the reaction product. The product is: [N:30]1([C:27]2[CH:28]=[CH:29][C:24]([CH2:23][N:15]3[CH:16]=[C:12]4[C:13]([N:8]([CH2:7][C:6]5[CH:5]=[CH:4][C:3]([O:2][CH3:1])=[CH:21][CH:20]=5)[C:9](=[O:19])[N:10]([CH3:18])[C:11]4=[O:17])=[N:14]3)=[CH:25][CH:26]=2)[CH:34]=[CH:33][CH:32]=[N:31]1. (3) The product is: [Cl:17][C:4]1[N:3]=[C:2]([NH:19][CH2:20][C:21]2[CH:26]=[CH:25][CH:24]=[CH:23][C:22]=2[N:27]([CH3:32])[S:28]([CH3:31])(=[O:30])=[O:29])[C:7]2[CH:8]=[N:9][N:10]([CH:11]3[CH2:16][CH2:15][CH2:14][CH2:13][O:12]3)[C:6]=2[CH:5]=1. Given the reactants Cl[C:2]1[C:7]2[CH:8]=[N:9][N:10]([CH:11]3[CH2:16][CH2:15][CH2:14][CH2:13][O:12]3)[C:6]=2[CH:5]=[C:4]([Cl:17])[N:3]=1.Cl.[NH2:19][CH2:20][C:21]1[CH:26]=[CH:25][CH:24]=[CH:23][C:22]=1[N:27]([CH3:32])[S:28]([CH3:31])(=[O:30])=[O:29], predict the reaction product. (4) Given the reactants COC1C=C2C(=CC=1OC)N=CN=C2OC1C=C(C=CC=1)N.C1(C2C=C(NC(=O)OC3C=CC=CC=3)ON=2)CC1.[CH3:41][O:42][C:43]1[CH:44]=[C:45]2[C:50](=[CH:51][C:52]=1[O:53][CH3:54])[N:49]=[CH:48][N:47]=[C:46]2[O:55][C:56]1[CH:57]=[C:58]([NH:62][C:63]([NH:65][C:66]2[O:70][N:69]=[C:68]([CH:71]([CH3:73])[CH3:72])[CH:67]=2)=[O:64])[CH:59]=[CH:60][CH:61]=1, predict the reaction product. The product is: [CH:71]1([C:68]2[CH:67]=[C:66]([NH:65][C:63]([NH:62][C:58]3[CH:59]=[CH:60][CH:61]=[C:56]([O:55][C:46]4[C:45]5[C:50](=[CH:51][C:52]([O:53][CH3:54])=[C:43]([O:42][CH3:41])[CH:44]=5)[N:49]=[CH:48][N:47]=4)[CH:57]=3)=[O:64])[O:70][N:69]=2)[CH2:73][CH2:72]1. (5) Given the reactants [NH2:1][C:2]1[CH:3]=[C:4]2[C:8](=[CH:9][CH:10]=1)[N:7]([CH2:11][C:12]1[CH:17]=[CH:16][CH:15]=[CH:14][CH:13]=1)[C:6]([C:18]([O:20]CC)=[O:19])=[C:5]2[C:23]1[CH:28]=[CH:27][CH:26]=[CH:25][CH:24]=1.C(N(C(C)C)CC)(C)C.[F:38][C:39]([F:52])([F:51])[O:40][C:41]1[CH:46]=[CH:45][C:44]([S:47](Cl)(=[O:49])=[O:48])=[CH:43][CH:42]=1.O.[OH-].[Li+], predict the reaction product. The product is: [CH2:11]([N:7]1[C:8]2[C:4](=[CH:3][C:2]([NH:1][S:47]([C:44]3[CH:43]=[CH:42][C:41]([O:40][C:39]([F:38])([F:51])[F:52])=[CH:46][CH:45]=3)(=[O:49])=[O:48])=[CH:10][CH:9]=2)[C:5]([C:23]2[CH:24]=[CH:25][CH:26]=[CH:27][CH:28]=2)=[C:6]1[C:18]([OH:20])=[O:19])[C:12]1[CH:13]=[CH:14][CH:15]=[CH:16][CH:17]=1. (6) Given the reactants [O:1]=[C:2]1[N:6]([C:7]2[CH:12]=[CH:11][CH:10]=[C:9]([CH2:13][C:14]([O:16]CC3C=CC=CC=3)=[O:15])[CH:8]=2)[CH2:5][CH:4]([C:24]([NH:26][CH:27]([C:34]2[CH:35]=[N:36][CH:37]=[CH:38][CH:39]=2)[CH2:28][C:29]([O:31][CH2:32][CH3:33])=[O:30])=[O:25])[CH2:3]1.C(N(CC)CC)C, predict the reaction product. The product is: [CH2:32]([O:31][C:29]([CH2:28][CH:27]([NH:26][C:24]([CH:4]1[CH2:5][N:6]([C:7]2[CH:8]=[C:9]([CH2:13][C:14]([OH:16])=[O:15])[CH:10]=[CH:11][CH:12]=2)[C:2](=[O:1])[CH2:3]1)=[O:25])[C:34]1[CH:35]=[N:36][CH:37]=[CH:38][CH:39]=1)=[O:30])[CH3:33].